Task: Predict the reactants needed to synthesize the given product.. Dataset: Full USPTO retrosynthesis dataset with 1.9M reactions from patents (1976-2016) (1) Given the product [CH:6]1([C:9]2[C:18]([CH:19]3[CH2:21][CH2:20]3)=[CH:17][C:12]([CH2:13][OH:14])=[C:11]([O:22][CH2:23][CH3:24])[CH:10]=2)[CH2:7][CH2:8]1, predict the reactants needed to synthesize it. The reactants are: C1COCC1.[CH:6]1([C:9]2[C:18]([CH:19]3[CH2:21][CH2:20]3)=[CH:17][C:12]([C:13](OC)=[O:14])=[C:11]([O:22][CH2:23][CH3:24])[CH:10]=2)[CH2:8][CH2:7]1.[H-].[Al+3].[Li+].[H-].[H-].[H-].[OH-].[Na+]. (2) Given the product [CH3:1][O:2][C:3](=[O:25])[C@H:4]([CH2:21][CH2:22][S:23][CH3:24])[NH:5][C:6](=[O:20])[C:7]1[CH:12]=[CH:11][C:10]([CH:27]=[O:28])=[CH:9][C:8]=1[C:14]1[CH:19]=[CH:18][CH:17]=[CH:16][CH:15]=1, predict the reactants needed to synthesize it. The reactants are: [CH3:1][O:2][C:3](=[O:25])[C@H:4]([CH2:21][CH2:22][S:23][CH3:24])[NH:5][C:6](=[O:20])[C:7]1[CH:12]=[CH:11][C:10](Br)=[CH:9][C:8]=1[C:14]1[CH:19]=[CH:18][CH:17]=[CH:16][CH:15]=1.C[C:27]1(C)CC(C)OB(C=C)[O:28]1.C[N+]1([O-])CCOCC1. (3) Given the product [Br:1][C:2]1[CH:3]=[N:4][CH:5]=[C:6]([Br:10])[C:7]=1/[CH:8]=[N:14]/[NH:13][CH2:11][CH3:12], predict the reactants needed to synthesize it. The reactants are: [Br:1][C:2]1[CH:3]=[N:4][CH:5]=[C:6]([Br:10])[C:7]=1[CH:8]=O.[CH2:11]([NH:13][NH2:14])[CH3:12]. (4) Given the product [CH:12]1([CH2:15][N:16]([CH2:17][CH:18]2[CH2:20][CH2:19]2)[C:2]2[C:9]([F:10])=[CH:8][C:7]([F:11])=[CH:6][C:3]=2[CH:4]=[O:5])[CH2:14][CH2:13]1, predict the reactants needed to synthesize it. The reactants are: F[C:2]1[C:9]([F:10])=[CH:8][C:7]([F:11])=[CH:6][C:3]=1[CH:4]=[O:5].[CH:12]1([CH2:15][NH:16][CH2:17][CH:18]2[CH2:20][CH2:19]2)[CH2:14][CH2:13]1.C1(CNCC)CCCC1. (5) Given the product [Br:18][C:19]1[CH:24]=[CH:23][C:22]([NH:25][C:26]([NH:13][CH2:12][CH:8]2[O:9][CH2:10][CH2:11][N:6]([CH2:5][C:4]3[CH:14]=[CH:15][C:16]([Cl:17])=[C:2]([Cl:1])[CH:3]=3)[CH2:7]2)=[O:27])=[CH:21][CH:20]=1, predict the reactants needed to synthesize it. The reactants are: [Cl:1][C:2]1[CH:3]=[C:4]([CH:14]=[CH:15][C:16]=1[Cl:17])[CH2:5][N:6]1[CH2:11][CH2:10][O:9][CH:8]([CH2:12][NH2:13])[CH2:7]1.[Br:18][C:19]1[CH:24]=[CH:23][C:22]([N:25]=[C:26]=[O:27])=[CH:21][CH:20]=1. (6) The reactants are: C([N:8]1[CH2:17][CH2:16][C:15]2[C:14]([NH:18][C:19]3[CH:24]=[CH:23][C:22]([N:25]4[CH2:31][CH2:30][CH2:29][CH2:28][CH2:27][CH2:26]4)=[CH:21][CH:20]=3)=[N:13][CH:12]=[N:11][C:10]=2[CH2:9]1)C1C=CC=CC=1. Given the product [N:25]1([C:22]2[CH:21]=[CH:20][C:19]([NH:18][C:14]3[C:15]4[CH2:16][CH2:17][NH:8][CH2:9][C:10]=4[N:11]=[CH:12][N:13]=3)=[CH:24][CH:23]=2)[CH2:26][CH2:27][CH2:28][CH2:29][CH2:30][CH2:31]1, predict the reactants needed to synthesize it.